From a dataset of Reaction yield outcomes from USPTO patents with 853,638 reactions. Predict the reaction yield, written as a fraction of the theoretical maximum amount of product (1.0 means a 100% yield; for example, 0.34 means a 34% yield). (1) The reactants are Br[C:2]1[S:6][C:5]([NH:7][C:8]([NH:10][C:11]2[CH:16]=[CH:15][C:14]([CH3:17])=[CH:13][C:12]=2[C:18]([CH:20]2[CH2:24][CH2:23][CH2:22][CH2:21]2)=[O:19])=[O:9])=[N:4][CH:3]=1.[SH:25][C:26]1[N:30]([CH2:31][C:32]([OH:34])=[O:33])[N:29]=[N:28][N:27]=1. No catalyst specified. The product is [CH:20]1([C:18]([C:12]2[CH:13]=[C:14]([CH3:17])[CH:15]=[CH:16][C:11]=2[NH:10][C:8](=[O:9])[NH:7][C:5]2[S:6][C:2]([S:25][C:26]3[N:30]([CH2:31][C:32]([OH:34])=[O:33])[N:29]=[N:28][N:27]=3)=[CH:3][N:4]=2)=[O:19])[CH2:24][CH2:23][CH2:22][CH2:21]1. The yield is 0.280. (2) The reactants are Br[C:2]1[N:3]=[C:4]2[C:8](=[N:9][CH:10]=1)[NH:7][CH:6]=[CH:5]2.[Br:11][C:12]1[CH:17]=[CH:16][C:15](B(O)O)=[C:14]([F:21])[CH:13]=1.C(Cl)Cl.C([O-])([O-])=O.[K+].[K+]. The catalyst is C1C=CC(P(C2C=CC=CC=2)[C-]2C=CC=C2)=CC=1.C1C=CC(P(C2C=CC=CC=2)[C-]2C=CC=C2)=CC=1.Cl[Pd]Cl.[Fe+2].O.O1CCOCC1. The product is [Br:11][C:12]1[CH:17]=[CH:16][C:15]([C:2]2[N:3]=[C:4]3[CH:5]=[CH:6][NH:7][C:8]3=[N:9][CH:10]=2)=[C:14]([F:21])[CH:13]=1. The yield is 0.350. (3) The reactants are [CH3:1][NH:2][C@@H:3]([C:10]([CH3:13])([CH3:12])[CH3:11])[CH2:4][N:5]1[CH2:9][CH2:8][CH2:7][CH2:6]1.CN1CCOCC1.[Cl:21][C:22]1[CH:23]=[C:24]([CH:28]=[CH:29][C:30]=1[Cl:31])[C:25](Cl)=[O:26]. The catalyst is CN(C=O)C. The product is [Cl:21][C:22]1[CH:23]=[C:24]([CH:28]=[CH:29][C:30]=1[Cl:31])[C:25]([N:2]([C@@H:3]([C:10]([CH3:13])([CH3:12])[CH3:11])[CH2:4][N:5]1[CH2:9][CH2:8][CH2:7][CH2:6]1)[CH3:1])=[O:26]. The yield is 0.750. (4) The reactants are [NH2:1][C@H:2]([CH2:34]O)[CH2:3][CH2:4][C:5]1[C:10]([F:11])=[CH:9][N:8]=[CH:7][C:6]=1[NH:12][C:13](=[O:33])[C@@H:14]([N:30]=[N+:31]=[N-:32])[C@@H:15]([C:23]1[CH:28]=[CH:27][C:26]([Cl:29])=[CH:25][CH:24]=1)[C:16]1[CH:21]=[CH:20][CH:19]=[C:18]([F:22])[CH:17]=1.C(N(CC)CC)C.[CH:43]1([S:46](Cl)(=[O:48])=[O:47])[CH2:45][CH2:44]1.CS(Cl)(=O)=O. The product is [N:30]([C@@H:14]([C@@H:15]([C:23]1[CH:28]=[CH:27][C:26]([Cl:29])=[CH:25][CH:24]=1)[C:16]1[CH:21]=[CH:20][CH:19]=[C:18]([F:22])[CH:17]=1)[C:13]([NH:12][C:6]1[CH:7]=[N:8][CH:9]=[C:10]([F:11])[C:5]=1[CH2:4][CH2:3][CH:2]1[CH2:34][N@@:1]1[S:46]([CH:43]1[CH2:45][CH2:44]1)(=[O:48])=[O:47])=[O:33])=[N+:31]=[N-:32]. The catalyst is ClCCl.CN(C1C=CN=CC=1)C. The yield is 0.220.